Predict the reactants needed to synthesize the given product. From a dataset of Full USPTO retrosynthesis dataset with 1.9M reactions from patents (1976-2016). (1) Given the product [C:1]([O:5][CH:6]([C:10]1[N:15]([CH3:16])[C:14](=[O:17])[C:13]2[N:18]([CH2:33][C:34]3[CH:39]=[CH:38][CH:37]=[CH:36][N:35]=3)[CH:19]=[CH:20][C:12]=2[C:11]=1[C:21]1[C:22]([CH3:31])=[C:23]2[C:28](=[CH:29][CH:30]=1)[O:27][CH2:26][CH2:25][CH2:24]2)[C:7]([OH:9])=[O:8])([CH3:4])([CH3:3])[CH3:2], predict the reactants needed to synthesize it. The reactants are: [C:1]([O:5][CH:6]([C:10]1[N:15]([CH3:16])[C:14](=[O:17])[C:13]2[NH:18][CH:19]=[CH:20][C:12]=2[C:11]=1[C:21]1[C:22]([CH3:31])=[C:23]2[C:28](=[CH:29][CH:30]=1)[O:27][CH2:26][CH2:25][CH2:24]2)[C:7]([OH:9])=[O:8])([CH3:4])([CH3:3])[CH3:2].Br[CH2:33][C:34]1[CH:39]=[CH:38][CH:37]=[CH:36][N:35]=1.CCN(C(C)C)C(C)C. (2) Given the product [Cl:1][C:2]1[C:3]([N:12]2[CH2:17][CH2:16][N:15]([CH2:18][C:19]3[CH:23]=[C:22]([CH3:24])[O:21][N:20]=3)[CH2:14][CH2:13]2)=[C:4]2[N:9]=[C:39]([C:38]3[CH:37]=[CH:36][C:35]([CH2:34][N:28]4[CH2:33][CH2:32][O:31][CH2:30][CH2:29]4)=[CH:42][CH:41]=3)[NH:8][C:5]2=[N:6][CH:7]=1, predict the reactants needed to synthesize it. The reactants are: [Cl:1][C:2]1[C:3]([N:12]2[CH2:17][CH2:16][N:15]([CH2:18][C:19]3[CH:23]=[C:22]([CH3:24])[O:21][N:20]=3)[CH2:14][CH2:13]2)=[C:4]([N+:9]([O-])=O)[C:5]([NH2:8])=[N:6][CH:7]=1.CCO.[N:28]1([CH2:34][C:35]2[CH:42]=[CH:41][C:38]([CH:39]=O)=[CH:37][CH:36]=2)[CH2:33][CH2:32][O:31][CH2:30][CH2:29]1.[O-]S(S([O-])=O)=O.[Na+].[Na+]. (3) Given the product [Cl:9][C:5]1[C:6]([C:33]2[CH:34]=[CH:25][C:26]([C:35]([NH:104][S:101]([C:94]3[CH:93]=[CH:92][C:91]4[C:96](=[C:97]([Cl:100])[CH:98]=[CH:99][CH:90]=4)[CH:95]=3)(=[O:103])=[O:102])=[O:37])=[CH:27][C:28]=2[C:29]([N:16]2[C@H:15]([CH2:58][OH:62])[CH2:14][C:13]3[C:105](=[CH:106][CH:107]=[CH:108][CH:109]=3)[CH2:11]2)=[O:31])=[N:7][C:2]([N:45]([CH2:46][CH2:47][CH3:48])[CH2:42][CH2:43][CH3:44])=[N:3][CH:4]=1, predict the reactants needed to synthesize it. The reactants are: Cl[C:2]1[N:7]=[C:6](Cl)[C:5]([Cl:9])=[CH:4][N:3]=1.Cl[C:11]1[N:16]=[C:15](Cl)[CH:14]=[CH:13]N=1.ClC1N=C([C:25]2[CH:34]=[CH:33][C:28]([C:29]([O:31]C)=O)=[CH:27][C:26]=2[C:35]([O:37]C(C)(C)C)=O)C=CN=1.[CH2:42]([NH:45][CH2:46][CH2:47][CH3:48])[CH2:43][CH3:44].C(NCCCC)CCC.[C:58]([O:62]C(C1C=C(C=CC=1C1C=CN=C(N(CCCC)CCCC)N=1)C(O)=O)=O)(C)(C)C.Cl[C:90]1[CH:99]=[CH:98][C:97]([Cl:100])=[C:96]2[C:91]=1[CH:92]=[CH:93][C:94]([S:101]([NH2:104])(=[O:103])=[O:102])=[CH:95]2.[CH:105]1C2[C:109](=CC=CC=2)[CH:108]=[CH:107][C:106]=1S(N)(=O)=O. (4) Given the product [CH3:8][N:4]1[C:3](=[O:9])[C:2]([NH:1][C:29]([N:20]2[CH2:21][CH2:22][CH:17]([O:16][C:15]3[CH:23]=[C:11]([F:10])[CH:12]=[CH:13][C:14]=3[CH3:24])[CH2:18][CH2:19]2)=[O:30])=[CH:7][CH:6]=[N:5]1, predict the reactants needed to synthesize it. The reactants are: [NH2:1][C:2]1[C:3](=[O:9])[N:4]([CH3:8])[N:5]=[CH:6][CH:7]=1.[F:10][C:11]1[CH:12]=[CH:13][C:14]([CH3:24])=[C:15]([CH:23]=1)[O:16][CH:17]1[CH2:22][CH2:21][NH:20][CH2:19][CH2:18]1.Cl.FC(F)(F)C1C=CC=C[C:29]=1[O:30]C1CCNCC1. (5) The reactants are: [NH2:1][CH:2]1[CH2:7][CH2:6][O:5][CH2:4][CH2:3]1.C[Al](C)C.C([O:14][C:15]([C:17]1[S:21][C:20](/[CH:22]=[CH:23]/[C:24]2[C:25]([C:30]3[CH:35]=[CH:34][CH:33]=[CH:32][CH:31]=3)=[N:26][O:27][C:28]=2[CH3:29])=[N:19][CH:18]=1)=O)C. Given the product [O:5]1[CH2:6][CH2:7][CH:2]([NH:1][C:15]([C:17]2[S:21][C:20](/[CH:22]=[CH:23]/[C:24]3[C:25]([C:30]4[CH:35]=[CH:34][CH:33]=[CH:32][CH:31]=4)=[N:26][O:27][C:28]=3[CH3:29])=[N:19][CH:18]=2)=[O:14])[CH2:3][CH2:4]1, predict the reactants needed to synthesize it. (6) Given the product [F:13][C:9]1[C:10]([O:11][CH3:12])=[C:2]([NH:1][C:16](=[O:20])[CH:17]([CH3:19])[CH3:18])[C:3]([C:4]([NH2:22])=[O:6])=[C:7]([CH3:15])[C:8]=1[I:14], predict the reactants needed to synthesize it. The reactants are: [NH2:1][C:2]1[C:10]([O:11][CH3:12])=[C:9]([F:13])[C:8]([I:14])=[C:7]([CH3:15])[C:3]=1[C:4]([OH:6])=O.[C:16](Cl)(=[O:20])[CH:17]([CH3:19])[CH3:18].[N:22]1C=CC=CC=1.C([O-])(=O)C.[NH4+]. (7) The reactants are: [CH:1]1([CH2:7][C:8]2[N:9]=[N:10][N:11]([C@@H:13]3[C@H:17]4[O:18][CH2:19][C@H:20]([NH2:21])[C@H:16]4[O:15][CH2:14]3)[CH:12]=2)[CH2:6][CH2:5][CH2:4][CH2:3][CH2:2]1.[C:22](O)(=[O:29])[C:23]1[CH:28]=[CH:27][CH:26]=[CH:25][CH:24]=1. Given the product [CH:1]1([CH2:7][C:8]2[N:9]=[N:10][N:11]([C@@H:13]3[C@H:17]4[O:18][CH2:19][C@H:20]([NH:21][C:22](=[O:29])[C:23]5[CH:28]=[CH:27][CH:26]=[CH:25][CH:24]=5)[C@H:16]4[O:15][CH2:14]3)[CH:12]=2)[CH2:2][CH2:3][CH2:4][CH2:5][CH2:6]1, predict the reactants needed to synthesize it.